Task: Binary Classification. Given two protein amino acid sequences, predict whether they physically interact or not.. Dataset: Human Reference Interactome with 51,813 positive PPI pairs across 8,248 proteins, plus equal number of experimentally-validated negative pairs (1) Protein 1 (ENSG00000105642) has sequence MNSHSYNGSVGRPLGSGPGALGRDPPDPEAGHPPQPPHSPGLQVVVAKSEPARPSPGSPRGQPQDQDDDEDDEEDEAGRQRASGKPSNVGHRLGHRRALFEKRKRLSDYALIFGMFGIVVMVTETELSWGVYTKESLYSFALKCLISLSTAILLGLVVLYHAREIQLFMVDNGADDWRIAMTCERVFLISLELAVCAIHPVPGHYRFTWTARLAFTYAPSVAEADVDVLLSIPMFLRLYLLGRVMLLHSKIFTDASSRSIGALNKITFNTRFVMKTLMTICPGTVLLVFSISSWIIAAWT.... Protein 2 (ENSG00000131507) has sequence MALALAALAAVEPACGSRYQQLQNEEESGEPEQAAGDAPPPYSSISAESAAYFDYKDESGFPKPPSYNVATTLPSYDEAERTKAEATIPLVPGRDEDFVGRDDFDDADQLRIGNDGIFMLTFFMAFLFNWIGFFLSFCLTTSAAGRYGAISGFGLSLIKWILIVRFSTYFPGYFDGQYWLWWVFLVLGFLLFLRGFINYAKVRKMPETFSNLPRTRVLFIY*. Result: 0 (the proteins do not interact). (2) Protein 1 (ENSG00000148734) has sequence MEGEPSQPPNSSWPLSQNGTNTEATPATNLTFSSYYQHTSPVAAMFIVAYALIFLLCMVGNTLVCFIVLKNRHMHTVTNMFILNLAVSDLLVGIFCMPTTLVDNLITGWPFDNATCKMSGLVQGMSVSASVFTLVAIAVERFRCIVHPFREKLTLRKALVTIAVIWALALLIMCPSAVTLTVTREEHHFMVDARNRSYPLYSCWEAWPEKGMRRVYTTVLFSHIYLAPLALIVVMYARIARKLCQAPGPAPGGEEAADPRASRRRARVVHMLVMVALFFTLSWLPLWALLLLIDYGQLSA.... Protein 2 (ENSG00000103479) has sequence MPSGGDQSPPPPPPPPAAAASDEEEEDDGEAEDAAPPAESPTPQIQQRFDELCSRLNMDEAARAEAWDSYRSMSESYTLEGNDLHWLACALYVACRKSVPTVSKGTVEGNYVSLTRILKCSEQSLIEFFNKMKKWEDMANLPPHFRERTERLERNFTVSAVIFKKYEPIFQDIFKYPQEEQPRQQRGRKQRRQPCTVSEIFHFCWVLFIYAKGNFPMISDDLVNSYHLLLCALDLVYGNALQCSNRKELVNPNFKGLSEDFHAKDSKPSSDPPCIIEKLCSLHDGLVLEAKGIKEHFWKP.... Result: 0 (the proteins do not interact). (3) Result: 0 (the proteins do not interact). Protein 2 (ENSG00000165802) has sequence MGAAASRRRALRSEAMSSVAAKVRAARAFGEYLSQSHPENRNGADHLLADAYSGHDGSPEMQPAPQNKRRLSLVSNGCYEGSLSEEPSIRKPAGEGPQPRVYTISGEPALLPSPEAEAIELAVVKGRRQRHPHHHSQPLRASPGGSREDVSRPCQSWAGSRQGSKECPGCAQLAPGPTPRAFGLDQPPLPETSGRRKKLERMYSVDRVSDDIPIRTWFPKENLFSFQTATTTMQAVFRGYAERKRRKRENDSASVIQRNFRKHLRMVGSRRVKAQTFAERRERSFSRSWSDPTPMKADTS.... Protein 1 (ENSG00000126458) has sequence MSSGAASGTGRGRPRGGGPGPGDPPPSETHKLVVVGGGGVGKSALTIQFIQSYFVSDYDPTIEDSYTKICSVDGIPARLDILDTAGQEEFGAMREQYMRAGHGFLLVFAINDRQSFNEVGKLFTQILRVKDRDDFPVVLVGNKADLESQRQVPRSEASAFGASHHVAYFEASAKLRLNVDEAFEQLVRAVRKYQEQELPPSPPSAPRKKGGGCPCVLL*.